This data is from Full USPTO retrosynthesis dataset with 1.9M reactions from patents (1976-2016). The task is: Predict the reactants needed to synthesize the given product. (1) Given the product [OH:7][CH2:6][CH:5]([O:8][C:9]1[CH:14]=[CH:13][C:12]([N:15]2[C:19]([CH3:21])([CH3:20])[C:18](=[O:22])[N:17]([C:23]3[CH:30]=[CH:29][C:26]([C:27]#[N:28])=[C:25]([C:31]([F:33])([F:34])[F:32])[CH:24]=3)[C:16]2=[S:35])=[CH:11][C:10]=1[F:36])[CH2:4][OH:3], predict the reactants needed to synthesize it. The reactants are: CC1(C)[O:7][CH2:6][CH:5]([O:8][C:9]2[CH:14]=[CH:13][C:12]([N:15]3[C:19]([CH3:21])([CH3:20])[C:18](=[O:22])[N:17]([C:23]4[CH:30]=[CH:29][C:26]([C:27]#[N:28])=[C:25]([C:31]([F:34])([F:33])[F:32])[CH:24]=4)[C:16]3=[S:35])=[CH:11][C:10]=2[F:36])[CH2:4][O:3]1.Cl.O.C(=O)([O-])[O-].[K+].[K+]. (2) Given the product [C:21]([SiH:5]([C:1]([CH3:4])([CH3:3])[CH3:2])[C:6]1[CH:7]=[CH:8][C:9]([CH2:12][C:36]([OH:39])=[O:37])=[CH:10][CH:11]=1)([CH3:24])([CH3:23])[CH3:22], predict the reactants needed to synthesize it. The reactants are: [C:1]([SiH:5]([C:21]([CH3:24])([CH3:23])[CH3:22])[C:6]1[CH:11]=[CH:10][C:9]([CH2:12]COC2CCCCO2)=[CH:8][CH:7]=1)([CH3:4])([CH3:3])[CH3:2].C1(C)C=CC(S(O)(=O)=O)=CC=1.[C:36]([O-:39])(O)=[O:37].[Na+].CC(C)=O.OS(O)(=O)=O.O=[Cr](=O)=O.